Dataset: Peptide-MHC class I binding affinity with 185,985 pairs from IEDB/IMGT. Task: Regression. Given a peptide amino acid sequence and an MHC pseudo amino acid sequence, predict their binding affinity value. This is MHC class I binding data. (1) The peptide sequence is KSLYDEHIK. The MHC is HLA-A31:01 with pseudo-sequence HLA-A31:01. The binding affinity (normalized) is 0.149. (2) The peptide sequence is RPQKRPSCI. The MHC is HLA-A02:02 with pseudo-sequence HLA-A02:02. The binding affinity (normalized) is 0.189. (3) The peptide sequence is ATYTGVFDK. The MHC is HLA-B08:03 with pseudo-sequence HLA-B08:03. The binding affinity (normalized) is 0.0847. (4) The peptide sequence is WLGHPFTPV. The MHC is HLA-A25:01 with pseudo-sequence HLA-A25:01. The binding affinity (normalized) is 0.0847.